Dataset: Forward reaction prediction with 1.9M reactions from USPTO patents (1976-2016). Task: Predict the product of the given reaction. (1) Given the reactants C(OC([NH:8][CH2:9][CH2:10][C:11]1[CH:16]=[CH:15][C:14]([CH:17]([CH3:19])[CH3:18])=[CH:13][C:12]=1[NH:20][C:21](=[O:27])[C:22]([O:24][CH2:25][CH3:26])=[O:23])=O)(C)(C)C.[ClH:28].C(O)C, predict the reaction product. The product is: [ClH:28].[NH2:8][CH2:9][CH2:10][C:11]1[CH:16]=[CH:15][C:14]([CH:17]([CH3:19])[CH3:18])=[CH:13][C:12]=1[NH:20][C:21](=[O:27])[C:22]([O:24][CH2:25][CH3:26])=[O:23]. (2) The product is: [Cl:24][C:22]1[C:21]2[C:16](=[CH:17][CH:18]=[C:19]([CH3:25])[CH:20]=2)[N:15]=[C:14]([N:3]2[CH:2]([CH3:1])[C:8]3[CH:9]=[CH:10][CH:11]=[CH:12][C:7]=3[S:6][CH2:5][CH2:4]2)[CH:23]=1. Given the reactants [CH3:1][CH:2]1[C:8]2[CH:9]=[CH:10][CH:11]=[CH:12][C:7]=2[S:6][CH2:5][CH2:4][NH:3]1.Cl[C:14]1[CH:23]=[C:22]([Cl:24])[C:21]2[C:16](=[CH:17][CH:18]=[C:19]([CH3:25])[CH:20]=2)[N:15]=1, predict the reaction product. (3) Given the reactants [Br:1][C:2]1[CH:3]=[N:4][C:5]2[N:6]([N:8]=[C:9]([C:11]([OH:13])=O)[CH:10]=2)[CH:7]=1.[Br:14][C:15]1[N:16]=[C:17]2[N:22]([CH:23]=1)[CH2:21][CH2:20][NH:19][N:18]2[CH3:24], predict the reaction product. The product is: [Br:14][C:15]1[N:16]=[C:17]2[N:22]([CH:23]=1)[CH2:21][CH2:20][N:19]([C:11]([C:9]1[CH:10]=[C:5]3[N:4]=[CH:3][C:2]([Br:1])=[CH:7][N:6]3[N:8]=1)=[O:13])[N:18]2[CH3:24]. (4) Given the reactants [C:1]([O:4][CH2:5][C:6]1[C:11](B2OC(C)(C)C(C)(C)O2)=[CH:10][C:9]([F:21])=[CH:8][C:7]=1[N:22]1[CH2:33][CH2:32][C:31]2[C:30]3[CH2:29][C:28]([CH3:35])([CH3:34])[CH2:27][C:26]=3[S:25][C:24]=2[C:23]1=[O:36])(=[O:3])[CH3:2].Br[C:38]1[CH:39]=[C:40]([NH:46][C:47]2[CH:59]=[C:50]3[CH2:51][N:52]([CH:55]4[CH2:58][O:57][CH2:56]4)[CH2:53][CH2:54][N:49]3[N:48]=2)[C:41](=[O:45])[N:42]([CH3:44])[CH:43]=1.CC([O-])=O.[Na+], predict the reaction product. The product is: [C:1]([O:4][CH2:5][C:6]1[C:11]([C:38]2[CH:39]=[C:40]([NH:46][C:47]3[CH:59]=[C:50]4[CH2:51][N:52]([CH:55]5[CH2:58][O:57][CH2:56]5)[CH2:53][CH2:54][N:49]4[N:48]=3)[C:41](=[O:45])[N:42]([CH3:44])[CH:43]=2)=[CH:10][C:9]([F:21])=[CH:8][C:7]=1[N:22]1[CH2:33][CH2:32][C:31]2[C:30]3[CH2:29][C:28]([CH3:34])([CH3:35])[CH2:27][C:26]=3[S:25][C:24]=2[C:23]1=[O:36])(=[O:3])[CH3:2]. (5) Given the reactants C([O:3][C:4](=O)[CH2:5][C:6]1[C:14]2[C:9](=[CH:10][C:11]([C:15]3[CH:20]=[CH:19][C:18]([F:21])=[CH:17][CH:16]=3)=[CH:12][CH:13]=2)[N:8]([CH2:22][C:23]2[C:24]3[CH:31]=[C:30]([Cl:32])[CH:29]=[CH:28][C:25]=3[S:26][CH:27]=2)[CH:7]=1)C.[OH-].[Na+].[CH3:36]CO, predict the reaction product. The product is: [Cl:32][C:30]1[CH:29]=[CH:28][C:25]2[S:26][CH:27]=[C:23]([CH2:22][N:8]3[C:9]4[C:14](=[CH:13][CH:12]=[C:11]([C:15]5[CH:20]=[CH:19][C:18]([F:21])=[CH:17][CH:16]=5)[CH:10]=4)[C:6]([CH2:5][C:4](=[O:3])[CH3:36])=[CH:7]3)[C:24]=2[CH:31]=1.